Dataset: Reaction yield outcomes from USPTO patents with 853,638 reactions. Task: Predict the reaction yield, written as a fraction of the theoretical maximum amount of product (1.0 means a 100% yield; for example, 0.34 means a 34% yield). (1) The reactants are [CH:1]([N:4]1[CH2:9][CH2:8][CH:7]([O:10][C:11]2[CH:19]=[CH:18][C:17]3[N:16]4[CH2:20][CH2:21][NH:22][C:23](=[O:24])[C:15]4=[CH:14][C:13]=3[CH:12]=2)[CH2:6][CH2:5]1)([CH3:3])[CH3:2].[H-].[Na+].Cl[CH2:28][C:29]([N:31]([CH3:33])[CH3:32])=[O:30]. No catalyst specified. The product is [CH:1]([N:4]1[CH2:9][CH2:8][CH:7]([O:10][C:11]2[CH:19]=[CH:18][C:17]3[N:16]4[CH2:20][CH2:21][N:22]([CH2:28][C:29]([N:31]([CH3:33])[CH3:32])=[O:30])[C:23](=[O:24])[C:15]4=[CH:14][C:13]=3[CH:12]=2)[CH2:6][CH2:5]1)([CH3:3])[CH3:2]. The yield is 0.710. (2) The reactants are C(O)(=O)C.[NH2:5][C:6]1[C:15]([NH:16][C:17](=O)[CH2:18][N:19]([C:21]([O:23][C:24]([CH3:27])([CH3:26])[CH3:25])=[O:22])[CH3:20])=[CH:14][CH:13]=[CH:12][C:7]=1[C:8]([O:10][CH3:11])=[O:9]. The catalyst is C1(C)C(C)=CC=CC=1. The product is [C:24]([O:23][C:21]([N:19]([CH2:18][C:17]1[NH:16][C:15]2[CH:14]=[CH:13][CH:12]=[C:7]([C:8]([O:10][CH3:11])=[O:9])[C:6]=2[N:5]=1)[CH3:20])=[O:22])([CH3:27])([CH3:26])[CH3:25]. The yield is 0.900. (3) The reactants are [CH2:1]([N:5]1[C:15]2[C:10](=[CH:11][CH:12]=[CH:13][CH:14]=2)[C:8](=[O:9])[C:6]1=[O:7])[CH2:2][CH2:3][CH3:4].[C:16]([C:19]1[CH:24]=[CH:23][CH:22]=[CH:21][N:20]=1)(=[O:18])[CH3:17].CNC. No catalyst specified. The product is [CH2:1]([N:5]1[C:15]2[C:10](=[CH:11][CH:12]=[CH:13][CH:14]=2)[C:8]([OH:9])([CH2:17][C:16](=[O:18])[C:19]2[CH:24]=[CH:23][CH:22]=[CH:21][N:20]=2)[C:6]1=[O:7])[CH2:2][CH2:3][CH3:4]. The yield is 0.800. (4) The reactants are [NH2:1][C@@H:2]([C:6]1[CH:11]=[CH:10][C:9]([O:12][CH3:13])=[C:8]([O:14][CH2:15][CH3:16])[CH:7]=1)[CH2:3][CH2:4][OH:5].C[O:18][C:19](=O)[C:20]1[C:25]([NH:26][C:27]([CH:29]2[CH2:31][CH2:30]2)=[O:28])=[CH:24][CH:23]=[CH:22][C:21]=1[CH2:32]Br.C(N(CC)CC)C.CCCCCC. The catalyst is CN(C=O)C.CCOCC. The product is [CH2:15]([O:14][C:8]1[CH:7]=[C:6]([C@H:2]([N:1]2[C:19](=[O:18])[C:20]3[C:21](=[CH:22][CH:23]=[CH:24][C:25]=3[NH:26][C:27]([CH:29]3[CH2:31][CH2:30]3)=[O:28])[CH2:32]2)[CH2:3][CH2:4][OH:5])[CH:11]=[CH:10][C:9]=1[O:12][CH3:13])[CH3:16]. The yield is 0.640. (5) The reactants are [CH:1]([N:4]1[CH2:10][CH2:9][C:8]2[S:11][C:12]([NH:14]C3N=C(C)C=CN=3)=[N:13][C:7]=2[C:6]2=[CH:22][NH:23][N:24]=[C:5]12)(C)[CH3:2].[C:25](O)(C(F)(F)F)=[O:26]. No catalyst specified. The product is [CH3:25][O:26][CH2:2][CH2:1][N:4]1[CH2:10][CH2:9][C:8]2[S:11][C:12]([NH2:14])=[N:13][C:7]=2[C:6]2=[CH:22][NH:23][N:24]=[C:5]12. The yield is 0.620.